From a dataset of Acute oral toxicity (LD50) regression data from Zhu et al.. Regression/Classification. Given a drug SMILES string, predict its toxicity properties. Task type varies by dataset: regression for continuous values (e.g., LD50, hERG inhibition percentage) or binary classification for toxic/non-toxic outcomes (e.g., AMES mutagenicity, cardiotoxicity, hepatotoxicity). Dataset: ld50_zhu. (1) The drug is OCC1COC(Cc2ccccc2)O1. The rat oral LD50 is 2.05, given as -log10 of the dose in mol/kg body weight (higher means more acutely toxic). (2) The molecule is CCCCCCS. The rat oral LD50 is 1.97, given as -log10 of the dose in mol/kg body weight (higher means more acutely toxic). (3) The molecule is Cc1cnccn1. The rat oral LD50 is 1.72, given as -log10 of the dose in mol/kg body weight (higher means more acutely toxic). (4) The molecule is CCN(CC)CCSC(=O)N(c1ccccc1)c1ccccc1. The rat oral LD50 is 2.95, given as -log10 of the dose in mol/kg body weight (higher means more acutely toxic). (5) The drug is N#CC(Cl)=C(Cl)Cl. The rat oral LD50 is 3.40, given as -log10 of the dose in mol/kg body weight (higher means more acutely toxic). (6) The molecule is CC1C(=O)OC2CCN3CC=C(COC(=O)C(C)(O)C1(C)O)C23. The rat oral LD50 is 3.69, given as -log10 of the dose in mol/kg body weight (higher means more acutely toxic).